This data is from Catalyst prediction with 721,799 reactions and 888 catalyst types from USPTO. The task is: Predict which catalyst facilitates the given reaction. (1) The catalyst class is: 10. Product: [Br:5][C:28]1[N:29]=[C:30]([C:32]2[N:33]([CH3:37])[N:34]=[CH:35][N:36]=2)[S:31][C:27]=1[C:26]1[C:25]([CH3:38])=[N:24][N:23]2[C:18]([CH:15]([CH2:16][CH3:17])[CH2:13][CH3:14])=[CH:19][C:20]([CH3:39])=[N:21][C:22]=12. Reactant: C(O)(=O)C.[Br:5]N1C(=O)CCC1=O.[CH2:13]([CH:15]([C:18]1[N:23]2[N:24]=[C:25]([CH3:38])[C:26]([C:27]3[S:31][C:30]([C:32]4[N:33]([CH3:37])[N:34]=[CH:35][N:36]=4)=[N:29][CH:28]=3)=[C:22]2[N:21]=[C:20]([CH3:39])[CH:19]=1)[CH2:16][CH3:17])[CH3:14]. (2) Reactant: [Cl:1][C:2]1[C:7]([F:8])=[C:6]([C:9]#[N:10])[CH:5]=[CH:4][C:3]=1[CH:11](C(OC)=O)[C:12]([O:14][C:15](C)(C)C)=[O:13].C(O)(C(F)(F)F)=O. Product: [Cl:1][C:2]1[C:7]([F:8])=[C:6]([C:9]#[N:10])[CH:5]=[CH:4][C:3]=1[CH2:11][C:12]([O:14][CH3:15])=[O:13]. The catalyst class is: 2. (3) Reactant: [CH3:1][C:2]1[CH:19]=[C:18]([N+:20]([O-])=O)[CH:17]=[CH:16][C:3]=1[O:4][C:5]1[CH:6]=[C:7]([C:11]2([C:14]#[N:15])[CH2:13][CH2:12]2)[CH:8]=[CH:9][CH:10]=1.[Cl-].[Ca+2].[Cl-].C(O)C. Product: [NH2:20][C:18]1[CH:17]=[CH:16][C:3]([O:4][C:5]2[CH:6]=[C:7]([C:11]3([C:14]#[N:15])[CH2:12][CH2:13]3)[CH:8]=[CH:9][CH:10]=2)=[C:2]([CH3:1])[CH:19]=1. The catalyst class is: 6.